Dataset: HIV replication inhibition screening data with 41,000+ compounds from the AIDS Antiviral Screen. Task: Binary Classification. Given a drug SMILES string, predict its activity (active/inactive) in a high-throughput screening assay against a specified biological target. (1) The drug is O=c1c2cc([N+](=O)[O-])ccc2n2n1CCCC2. The result is 0 (inactive). (2) The molecule is CC(=O)OC1C=CC(SC23CC4CC(CC(C4)C2)C3)N(C(C)=O)C1SC12CC3CC(CC(C3)C1)C2. The result is 0 (inactive). (3) The drug is CC1=C(C(=O)Nc2ccccc2)C2(CCCCC2)C(C#N)=C(SCC(=O)Nc2ccc(Br)cc2)N1. The result is 0 (inactive). (4) The drug is O=C(O)CC(O)(c1ccccc1C(=O)O)c1cccc2ccccc12. The result is 0 (inactive).